Predict the reaction yield, written as a fraction of the theoretical maximum amount of product (1.0 means a 100% yield; for example, 0.34 means a 34% yield). From a dataset of Reaction yield outcomes from USPTO patents with 853,638 reactions. (1) The reactants are [C@H:1]1([NH:11][C:12]([C@@H:14]2[CH2:23][C:22]3[C:17](=[CH:18][CH:19]=[CH:20][CH:21]=3)[CH2:16][N:15]2C(OC(C)(C)C)=O)=[O:13])[C:10]2[C:5](=[CH:6][CH:7]=[CH:8][CH:9]=2)[CH2:4][CH2:3][CH2:2]1.Cl. The catalyst is C(Cl)Cl. The product is [C@H:1]1([NH:11][C:12]([C@@H:14]2[CH2:23][C:22]3[C:17](=[CH:18][CH:19]=[CH:20][CH:21]=3)[CH2:16][NH:15]2)=[O:13])[C:10]2[C:5](=[CH:6][CH:7]=[CH:8][CH:9]=2)[CH2:4][CH2:3][CH2:2]1. The yield is 0.900. (2) The reactants are [Br:1][C:2]1[N:7]=[C:6]([C@:8]([NH:15][S@@:16]([C:18]([CH3:21])([CH3:20])[CH3:19])=[O:17])([CH2:12][CH:13]=[O:14])[CH:9]([F:11])[F:10])[C:5]([F:22])=[CH:4][CH:3]=1.[F:23][C:24]([Si](C)(C)C)([F:26])[F:25].[F-].C([N+](CCCC)(CCCC)CCCC)CCC.Cl. The catalyst is C1COCC1.O. The product is [Br:1][C:2]1[N:7]=[C:6]([C@@:8]([NH:15][S@@:16]([C:18]([CH3:19])([CH3:21])[CH3:20])=[O:17])([CH2:12][C@@H:13]([OH:14])[C:24]([F:26])([F:25])[F:23])[CH:9]([F:11])[F:10])[C:5]([F:22])=[CH:4][CH:3]=1. The yield is 0.213. (3) The reactants are [C:1]([N:4]1[C:12]2[C:7](=[CH:8][C:9]([O:44][CH3:45])=[C:10]([NH:13][C:14]3[N:15]=[C:16]([NH:33][C:34]4[CH:42]=[CH:41][CH:40]=[C:39]([F:43])[C:35]=4[C:36]([NH2:38])=[O:37])[C:17]4[CH:22]=[CH:21][N:20](S(C5C=CC(C)=CC=5)(=O)=O)[C:18]=4[N:19]=3)[CH:11]=2)[CH2:6][CH2:5]1)(=[O:3])[CH3:2].C[O-].[Na+].[Na+].[Cl-]. The catalyst is CO.C1COCC1.CCOC(C)=O. The product is [C:1]([N:4]1[C:12]2[C:7](=[CH:8][C:9]([O:44][CH3:45])=[C:10]([NH:13][C:14]3[NH:19][C:18]4=[N:20][CH:21]=[CH:22][C:17]4=[C:16]([NH:33][C:34]4[CH:42]=[CH:41][CH:40]=[C:39]([F:43])[C:35]=4[C:36]([NH2:38])=[O:37])[N:15]=3)[CH:11]=2)[CH2:6][CH2:5]1)(=[O:3])[CH3:2]. The yield is 0.810. (4) The reactants are NC1C=C([O:8][C:9]2[C:14]([F:15])=[CH:13][C:12]([NH:16][C:17]([C:19]3([C:22]([NH:24]C4C=CC(F)=CC=4)=[O:23])[CH2:21][CH2:20]3)=[O:18])=[C:11]([F:32])[CH:10]=2)C=CN=1.[C:33]([CH2:35][C:36]([OH:38])=O)#[N:34].CN(C(O[N:47]1N=N[C:49]2[CH:50]=[CH:51][CH:52]=[N:53][C:48]1=2)=[N+](C)C)C.F[P-](F)(F)(F)(F)F.CCN([CH:69]([CH3:71])[CH3:70])C(C)C. The catalyst is CN(C=O)C.C(OCC)(=O)C.O. The product is [C:33]([CH2:35][C:36]([NH:47][C:48]1[CH:49]=[C:50]([O:8][C:9]2[C:14]([F:15])=[CH:13][C:12]([N:16]([C:70]3[CH:69]=[CH:71][C:14]([F:15])=[CH:13][CH:12]=3)[C:17]([C:19]3([C:22]([NH2:24])=[O:23])[CH2:20][CH2:21]3)=[O:18])=[C:11]([F:32])[CH:10]=2)[CH:51]=[CH:52][N:53]=1)=[O:38])#[N:34]. The yield is 0.645. (5) The reactants are [CH3:1][O:2][C:3](=[O:22])[CH:4]([NH:13][C:14]([C:16]1[CH:17]=[N:18][CH:19]=[CH:20][CH:21]=1)=[O:15])[CH2:5][C:6]1[CH:11]=[CH:10][C:9]([OH:12])=[CH:8][CH:7]=1.[C:23]([Si:27](Cl)([CH3:29])[CH3:28])([CH3:26])([CH3:25])[CH3:24]. The yield is 0.820. The product is [CH3:1][O:2][C:3](=[O:22])[CH:4]([NH:13][C:14]([C:16]1[CH:17]=[N:18][CH:19]=[CH:20][CH:21]=1)=[O:15])[CH2:5][C:6]1[CH:11]=[CH:10][C:9]([O:12][Si:27]([C:23]([CH3:26])([CH3:25])[CH3:24])([CH3:29])[CH3:28])=[CH:8][CH:7]=1. The catalyst is CN(C=O)C.